Dataset: Reaction yield outcomes from USPTO patents with 853,638 reactions. Task: Predict the reaction yield, written as a fraction of the theoretical maximum amount of product (1.0 means a 100% yield; for example, 0.34 means a 34% yield). (1) The reactants are [C:1]([OH:7])(=O)[CH2:2][CH2:3][C:4]#[CH:5].C(Cl)(=O)C(Cl)=O.[NH:14]1[CH2:18][CH2:17][CH2:16][CH2:15]1.CCN(CC)CC. The catalyst is C1COCC1.CN(C=O)C. The product is [C:1]([N:14]1[CH2:18][CH2:17][CH2:16][CH2:15]1)(=[O:7])[CH2:2][CH2:3][C:4]#[CH:5]. The yield is 0.870. (2) The reactants are [Cl:1][C:2]1[CH:26]=[CH:25][C:5]([CH2:6][N:7]2[C:12](=[O:13])[C:11]([O:14][CH3:15])=[N:10][N:9]([C:16]3[CH:17]=[C:18]([CH:21]=[CH:22][CH:23]=3)[C:19]#[N:20])[C:8]2=[O:24])=[CH:4][CH:3]=1.[NH2:27][OH:28]. The catalyst is C(O)C.O. The product is [Cl:1][C:2]1[CH:3]=[CH:4][C:5]([CH2:6][N:7]2[C:12](=[O:13])[C:11]([O:14][CH3:15])=[N:10][N:9]([C:16]3[CH:17]=[C:18]([CH:21]=[CH:22][CH:23]=3)/[C:19](/[NH2:20])=[N:27]/[OH:28])[C:8]2=[O:24])=[CH:25][CH:26]=1. The yield is 0.990. (3) The reactants are [C:1]([C:3]1[CH:4]=[C:5]([CH:8]=[CH:9][CH:10]=1)[CH2:6]Br)#[N:2].[CH2:11]([O:13][P:14]([O:18]CC)[O:15][CH2:16][CH3:17])[CH3:12]. No catalyst specified. The product is [CH2:11]([O:13][P:14]([CH2:6][C:5]1[CH:8]=[CH:9][CH:10]=[C:3]([C:1]#[N:2])[CH:4]=1)(=[O:18])[O:15][CH2:16][CH3:17])[CH3:12]. The yield is 0.791. (4) The reactants are Br[C:2]1[CH:9]=[CH:8][C:5]([C:6]#[N:7])=[C:4]([F:10])[CH:3]=1.[O:11]=[C:12]1[CH2:21][CH2:20][C:19]2[C:14](=[CH:15][CH:16]=[C:17](B(O)O)[CH:18]=2)[NH:13]1.C(=O)([O-])[O-].[Na+].[Na+]. The catalyst is O.O1CCOCC1.C1C=CC([P]([Pd]([P](C2C=CC=CC=2)(C2C=CC=CC=2)C2C=CC=CC=2)([P](C2C=CC=CC=2)(C2C=CC=CC=2)C2C=CC=CC=2)[P](C2C=CC=CC=2)(C2C=CC=CC=2)C2C=CC=CC=2)(C2C=CC=CC=2)C2C=CC=CC=2)=CC=1. The product is [F:10][C:4]1[CH:3]=[C:2]([C:17]2[CH:18]=[C:19]3[C:14](=[CH:15][CH:16]=2)[NH:13][C:12](=[O:11])[CH2:21][CH2:20]3)[CH:9]=[CH:8][C:5]=1[C:6]#[N:7]. The yield is 0.420. (5) The reactants are [CH2:1]([O:8][C:9]1[C:10]2[N:11]([CH:15]=[C:16]([C:18]3[CH:23]=[CH:22][C:21]([F:24])=[CH:20][CH:19]=3)[N:17]=2)[CH:12]=[CH:13][CH:14]=1)[C:2]1[CH:7]=[CH:6][CH:5]=[CH:4][CH:3]=1.[I:25]N1C(=O)CCC1=O. The catalyst is CN(C)C=O. The product is [CH2:1]([O:8][C:9]1[C:10]2[N:11]([C:15]([I:25])=[C:16]([C:18]3[CH:19]=[CH:20][C:21]([F:24])=[CH:22][CH:23]=3)[N:17]=2)[CH:12]=[CH:13][CH:14]=1)[C:2]1[CH:3]=[CH:4][CH:5]=[CH:6][CH:7]=1. The yield is 0.670. (6) The reactants are Br[C:2]1[CH:7]=[CH:6][N:5]=[C:4]([NH:8][CH2:9][CH:10]([OH:22])[CH2:11][N:12]2[CH2:21][CH2:20][C:19]3[C:14](=[CH:15][CH:16]=[CH:17][CH:18]=3)[CH2:13]2)[CH:3]=1.[CH3:23][C:24]1([CH3:40])[C:28]([CH3:30])([CH3:29])[O:27][B:26]([B:26]2[O:27][C:28]([CH3:30])([CH3:29])[C:24]([CH3:40])([CH3:23])[O:25]2)[O:25]1.CC([O-])=O.[K+]. The catalyst is O1CCOCC1.C1C=CC(P(C2C=CC=CC=2)[C-]2C=CC=C2)=CC=1.C1C=CC(P(C2C=CC=CC=2)[C-]2C=CC=C2)=CC=1.Cl[Pd]Cl.[Fe+2]. The product is [CH2:13]1[C:14]2[C:19](=[CH:18][CH:17]=[CH:16][CH:15]=2)[CH2:20][CH2:21][N:12]1[CH2:11][CH:10]([OH:22])[CH2:9][NH:8][C:4]1[CH:3]=[C:2]([B:26]2[O:27][C:28]([CH3:30])([CH3:29])[C:24]([CH3:40])([CH3:23])[O:25]2)[CH:7]=[CH:6][N:5]=1. The yield is 1.04. (7) The reactants are C(O)C.[Br:4][C:5]1[C:6]([CH3:16])=[C:7]([N+:13]([O-:15])=[O:14])[C:8]([O:11][CH3:12])=[N:9][CH:10]=1.[C:17](OCC)(=[O:23])[C:18]([O:20][CH2:21][CH3:22])=[O:19].[O-]CC.[K+]. The catalyst is CCOCC. The product is [Br:4][C:5]1[C:6](/[CH:16]=[C:17](\[OH:23])/[C:18]([O:20][CH2:21][CH3:22])=[O:19])=[C:7]([N+:13]([O-:15])=[O:14])[C:8]([O:11][CH3:12])=[N:9][CH:10]=1. The yield is 0.460. (8) The reactants are C[O:2][C:3](=[O:43])[C:4]1[CH:9]=[CH:8][C:7]([C:10]#[C:11][C:12]2[CH:17]=[C:16]([Cl:18])[C:15]([O:19][C:20]3[C:25]([C:26]([N:28]4[C:37]5[C:32](=[CH:33][CH:34]=[CH:35][CH:36]=5)[N:31]([CH:38]5[CH2:40][CH2:39]5)[CH2:30][CH2:29]4)=[O:27])=[CH:24][CH:23]=[CH:22][N:21]=3)=[CH:14][C:13]=2[Cl:41])=[CH:6][C:5]=1[Cl:42].C1COCC1.[OH-].[Li+].Cl. The catalyst is O.CO. The product is [Cl:42][C:5]1[CH:6]=[C:7]([C:10]#[C:11][C:12]2[CH:17]=[C:16]([Cl:18])[C:15]([O:19][C:20]3[C:25]([C:26]([N:28]4[C:37]5[C:32](=[CH:33][CH:34]=[CH:35][CH:36]=5)[N:31]([CH:38]5[CH2:40][CH2:39]5)[CH2:30][CH2:29]4)=[O:27])=[CH:24][CH:23]=[CH:22][N:21]=3)=[CH:14][C:13]=2[Cl:41])[CH:8]=[CH:9][C:4]=1[C:3]([OH:43])=[O:2]. The yield is 0.750.